From a dataset of Forward reaction prediction with 1.9M reactions from USPTO patents (1976-2016). Predict the product of the given reaction. (1) Given the reactants Br[C:2]1[CH:7]=[CH:6][CH:5]=[C:4]([O:8][CH3:9])[N:3]=1.C([Li])CCC.CCCCCC.[O:21]1[CH:25]=[CH:24][CH:23]=[C:22]1[C:26]1[N:27]=[C:28]([NH:37][C:38]([C:40]2[CH:45]=[CH:44][N:43]=[CH:42][CH:41]=2)=[O:39])[S:29][C:30]=1[C:31](=[O:36])N(OC)C.[Cl-].[NH4+], predict the reaction product. The product is: [O:21]1[CH:25]=[CH:24][CH:23]=[C:22]1[C:26]1[N:27]=[C:28]([NH:37][C:38]([C:40]2[CH:41]=[CH:42][N:43]=[CH:44][CH:45]=2)=[O:39])[S:29][C:30]=1[C:31]([C:2]1[CH:7]=[CH:6][CH:5]=[C:4]([O:8][CH3:9])[N:3]=1)=[O:36]. (2) Given the reactants C(S([C:6]1[N:15]=[CH:14][C:13]2[C:8](=[CH:9][C:10]([O:16][CH:17]3[CH2:22][CH2:21][N:20]([C:23]([O:25][C:26]([CH3:29])([CH3:28])[CH3:27])=[O:24])[CH2:19][CH2:18]3)=[CH:11][CH:12]=2)[N:7]=1)(=O)=O)C.[NH2:30][C:31]1[CH:40]=[CH:39][C:34]2[NH:35][C:36](=[O:38])[NH:37][C:33]=2[CH:32]=1, predict the reaction product. The product is: [O:38]=[C:36]1[NH:35][C:34]2[CH:39]=[CH:40][C:31]([NH:30][C:6]3[N:15]=[CH:14][C:13]4[C:8](=[CH:9][C:10]([O:16][CH:17]5[CH2:22][CH2:21][N:20]([C:23]([O:25][C:26]([CH3:27])([CH3:28])[CH3:29])=[O:24])[CH2:19][CH2:18]5)=[CH:11][CH:12]=4)[N:7]=3)=[CH:32][C:33]=2[NH:37]1.